The task is: Predict the product of the given reaction.. This data is from Forward reaction prediction with 1.9M reactions from USPTO patents (1976-2016). (1) Given the reactants Br[C:2]1[CH:10]=[CH:9][C:5]([C:6]([NH2:8])=[O:7])=[CH:4][CH:3]=1.S(O)(O)(=O)=O.[NH2:16][C:17]1[CH:18]=[C:19](B(O)O)[CH:20]=[CH:21][CH:22]=1.[NH2:16][C:17]1[CH:22]=[C:21](B(O)O)[CH:20]=[CH:19][CH:18]=1.C(=O)([O-])[O-].[Na+].[Na+], predict the reaction product. The product is: [NH2:16][C:17]1[CH:22]=[C:21]([C:2]2[CH:10]=[CH:9][C:5]([C:6]([NH2:8])=[O:7])=[CH:4][CH:3]=2)[CH:20]=[CH:19][CH:18]=1. (2) Given the reactants N1C2C=CC=C(C=O)C=2C=C1.[N:12]([C:15](=[CH:20][C:21]1[CH:29]=[CH:28][CH:27]=[C:26]2[C:22]=1[CH:23]=[CH:24][NH:25]2)[C:16]([O:18][CH3:19])=[O:17])=[N+]=[N-].CN(C(ON1N=NC2C=CC=NC1=2)=[N+](C)C)C.F[P-](F)(F)(F)(F)F.CCN(C(C)C)C(C)C, predict the reaction product. The product is: [CH:20]1[C:21]2=[C:22]3[C:26]([CH:27]=[CH:28][C:29]2=[N:12][C:15]=1[C:16]([O:18][CH3:19])=[O:17])=[N:25][CH:24]=[CH:23]3.